Predict the product of the given reaction. From a dataset of Forward reaction prediction with 1.9M reactions from USPTO patents (1976-2016). Given the reactants [Si:1]([O:18][CH2:19][C@H:20]1[CH2:24][CH2:23][C:22](=[O:25])[N:21]1[C:26]([O:28][C:29]([CH3:32])([CH3:31])[CH3:30])=[O:27])([C:14]([CH3:17])([CH3:16])[CH3:15])([C:8]1[CH:13]=[CH:12][CH:11]=[CH:10][CH:9]=1)[C:2]1[CH:7]=[CH:6][CH:5]=[CH:4][CH:3]=1.[Li+].C[Si]([N-][Si](C)(C)C)(C)C.I[CH2:44][Sn:45]([CH3:48])([CH3:47])[CH3:46].[NH4+].[Cl-], predict the reaction product. The product is: [Si:1]([O:18][CH2:19][C@@H:20]1[N:21]([C:26]([O:28][C:29]([CH3:32])([CH3:31])[CH3:30])=[O:27])[C:22](=[O:25])[CH:23]([CH2:44][Sn:45]([CH3:48])([CH3:47])[CH3:46])[CH2:24]1)([C:14]([CH3:15])([CH3:16])[CH3:17])([C:2]1[CH:7]=[CH:6][CH:5]=[CH:4][CH:3]=1)[C:8]1[CH:13]=[CH:12][CH:11]=[CH:10][CH:9]=1.